From a dataset of Reaction yield outcomes from USPTO patents with 853,638 reactions. Predict the reaction yield, written as a fraction of the theoretical maximum amount of product (1.0 means a 100% yield; for example, 0.34 means a 34% yield). (1) The reactants are [F:1][C:2]1[CH:3]=[C:4]([CH:23]=[CH:24][C:25]=1[O:26]C)[C:5]([N:7]([C:16]1[CH:21]=[CH:20][C:19]([F:22])=[CH:18][CH:17]=1)[C:8]1[CH:13]=[CH:12][C:11]([O:14]C)=[CH:10][CH:9]=1)=[O:6].B(Br)(Br)Br. The catalyst is C(Cl)Cl. The product is [F:1][C:2]1[CH:3]=[C:4]([CH:23]=[CH:24][C:25]=1[OH:26])[C:5]([N:7]([C:16]1[CH:21]=[CH:20][C:19]([F:22])=[CH:18][CH:17]=1)[C:8]1[CH:13]=[CH:12][C:11]([OH:14])=[CH:10][CH:9]=1)=[O:6]. The yield is 0.816. (2) The product is [C:15]([C:10]1[CH:11]=[C:12]([CH3:13])[C:7]([C:6]([NH:5][C:1]([CH3:3])([CH3:2])[CH3:4])=[O:20])=[C:8]([F:19])[CH:9]=1)([CH3:18])([CH3:16])[CH3:17]. The catalyst is CO.[Pd]. The yield is 0.990. The reactants are [C:1]([NH:5][C:6](=[O:20])[C:7]1[C:12]([CH2:13]O)=[CH:11][C:10]([C:15]([CH3:18])([CH3:17])[CH3:16])=[CH:9][C:8]=1[F:19])([CH3:4])([CH3:3])[CH3:2]. (3) The reactants are C1(P(C2C=CC=CC=2)C2C=CC=CC=2)C=CC=CC=1.BrN1C(=O)CCC1=O.[Cl:28][C:29]1[CH:30]=[C:31](/[C:41](=[CH:45]\[CH:46]2[CH2:51][CH2:50][CH2:49][CH2:48][CH2:47]2)/[C:42](O)=[O:43])[CH:32]=[CH:33][C:34]=1[N:35]1[C:39]([CH3:40])=[N:38][N:37]=[N:36]1.[NH2:52][C:53]1[S:54][CH:55]=[CH:56][N:57]=1. The catalyst is C(Cl)Cl. The product is [Cl:28][C:29]1[CH:30]=[C:31](/[C:41](=[CH:45]\[CH:46]2[CH2:51][CH2:50][CH2:49][CH2:48][CH2:47]2)/[C:42]([NH:52][C:53]2[S:54][CH:55]=[CH:56][N:57]=2)=[O:43])[CH:32]=[CH:33][C:34]=1[N:35]1[C:39]([CH3:40])=[N:38][N:37]=[N:36]1. The yield is 0.360. (4) The reactants are C([N:4]([S:26]([CH3:29])(=[O:28])=[O:27])[N:5]1[C:14](=[O:15])[C:13]2[C:8](=[CH:9][C:10]([C:21]([F:24])([F:23])[F:22])=[C:11]([CH2:16][NH:17][C:18](=[O:20])[CH3:19])[CH:12]=2)[NH:7][C:6]1=[O:25])(=O)C. The catalyst is Cl. The product is [CH3:29][S:26]([NH:4][N:5]1[C:14](=[O:15])[C:13]2[C:8](=[CH:9][C:10]([C:21]([F:22])([F:24])[F:23])=[C:11]([CH2:16][NH:17][C:18](=[O:20])[CH3:19])[CH:12]=2)[NH:7][C:6]1=[O:25])(=[O:28])=[O:27]. The yield is 0.0800.